From a dataset of Reaction yield outcomes from USPTO patents with 853,638 reactions. Predict the reaction yield, written as a fraction of the theoretical maximum amount of product (1.0 means a 100% yield; for example, 0.34 means a 34% yield). (1) The reactants are [O:1]=[C:2]1[NH:7][C:6]2[CH:8]=[C:9]([CH2:12][N:13]3[CH2:18][CH2:17][N:16]([C:19]4[CH:27]=[CH:26][C:22]([C:23]([OH:25])=O)=[CH:21][N:20]=4)[CH2:15][CH2:14]3)[CH:10]=[N:11][C:5]=2[N:4]2[CH2:28][CH2:29][CH2:30][CH2:31][C@@H:3]12.C([N:34](C(C)C)[CH:35]([CH3:37])[CH3:36])C.CC(N)C. The catalyst is CN(C=O)C. The product is [CH:35]([NH:34][C:23](=[O:25])[C:22]1[CH:26]=[CH:27][C:19]([N:16]2[CH2:15][CH2:14][N:13]([CH2:12][C:9]3[CH:10]=[N:11][C:5]4[N:4]5[CH2:28][CH2:29][CH2:30][CH2:31][C@H:3]5[C:2](=[O:1])[NH:7][C:6]=4[CH:8]=3)[CH2:18][CH2:17]2)=[N:20][CH:21]=1)([CH3:37])[CH3:36]. The yield is 0.650. (2) The reactants are [C:1]([O:5][C:6]([NH:8][CH:9]([C@H:21]([CH3:29])[CH2:22][CH:23]([CH3:28])[CH2:24][CH2:25][CH:26]=[CH2:27])[C:10]([N:12]1[CH2:16][C@H:15]([OH:17])[CH2:14][C@H:13]1[C:18]([OH:20])=[O:19])=[O:11])=[O:7])([CH3:4])([CH3:3])[CH3:2].Cl[C:31]1[C:40]2[C:35](=[CH:36][CH:37]=[CH:38][CH:39]=2)[C:34]([O:41][CH2:42][CH3:43])=[CH:33][N:32]=1.CC([O-])(C)C.[K+]. The catalyst is CS(C)=O. The product is [C:1]([O:5][C:6]([NH:8][CH:9]([C@H:21]([CH3:29])[CH2:22][CH:23]([CH3:28])[CH2:24][CH2:25][CH:26]=[CH2:27])[C:10]([N:12]1[CH2:16][C@H:15]([O:17][C:31]2[C:40]3[C:35](=[CH:36][CH:37]=[CH:38][CH:39]=3)[C:34]([O:41][CH2:42][CH3:43])=[CH:33][N:32]=2)[CH2:14][C@H:13]1[C:18]([OH:20])=[O:19])=[O:11])=[O:7])([CH3:4])([CH3:3])[CH3:2]. The yield is 0.640. (3) The reactants are CN(C)[CH:3]=[C:4]([C:7]1[CH:12]=[CH:11][CH:10]=[CH:9][C:8]=1[F:13])[CH:5]=O.[NH:15]([C:17]1[CH:18]=[C:19]([CH:23]=[CH:24][CH:25]=1)[C:20]([OH:22])=[O:21])[NH2:16]. The catalyst is C(O)(=O)C. The product is [F:13][C:8]1[CH:9]=[CH:10][CH:11]=[CH:12][C:7]=1[C:4]1[CH:3]=[N:16][N:15]([C:17]2[CH:18]=[C:19]([CH:23]=[CH:24][CH:25]=2)[C:20]([OH:22])=[O:21])[CH:5]=1. The yield is 0.700. (4) The reactants are [CH2:1]([C:3]1[CH:26]=[CH:25][CH:24]=[C:23]([CH3:27])[C:4]=1[CH2:5][NH:6][C:7]1[C:8]2[N:9]([C:18]([CH3:22])=[C:19]([CH3:21])[N:20]=2)[CH:10]=[C:11]([C:13]([O:15]CC)=[O:14])[N:12]=1)[CH3:2].[OH-].[Na+]. The catalyst is O1CCOCC1. The product is [CH2:1]([C:3]1[CH:26]=[CH:25][CH:24]=[C:23]([CH3:27])[C:4]=1[CH2:5][NH:6][C:7]1[C:8]2[N:9]([C:18]([CH3:22])=[C:19]([CH3:21])[N:20]=2)[CH:10]=[C:11]([C:13]([OH:15])=[O:14])[N:12]=1)[CH3:2]. The yield is 0.950. (5) The reactants are [C:1]([C:3]1[CH:4]=[C:5]2[C:9](=[CH:10][CH:11]=1)[N:8]([S:12]([C:15]1[CH:20]=[CH:19][C:18]([O:21][CH3:22])=[CH:17][C:16]=1[O:23][CH3:24])(=[O:14])=[O:13])[C:7](=[O:25])[C@@:6]2([NH:35][C:36]([N:38]1[CH2:43][CH2:42][N:41]([CH:44]2[CH2:49][CH2:48][NH:47][CH2:46][CH2:45]2)[CH2:40][CH2:39]1)=[O:37])[C:26]1[C:27]([O:32][CH2:33][CH3:34])=[N:28][CH:29]=[CH:30][CH:31]=1)#[N:2].[O:50]1[CH2:53][C:52](=O)[CH2:51]1.[O-]S([O-])(=O)=O.[Na+].[Na+].[Na].[OH-].[Na+]. The catalyst is ClCCl.O.C(O)(=O)C. The product is [C:1]([C:3]1[CH:4]=[C:5]2[C:9](=[CH:10][CH:11]=1)[N:8]([S:12]([C:15]1[CH:20]=[CH:19][C:18]([O:21][CH3:22])=[CH:17][C:16]=1[O:23][CH3:24])(=[O:14])=[O:13])[C:7](=[O:25])[C@@:6]2([NH:35][C:36]([N:38]1[CH2:43][CH2:42][N:41]([CH:44]2[CH2:45][CH2:46][N:47]([CH:52]3[CH2:53][O:50][CH2:51]3)[CH2:48][CH2:49]2)[CH2:40][CH2:39]1)=[O:37])[C:26]1[C:27]([O:32][CH2:33][CH3:34])=[N:28][CH:29]=[CH:30][CH:31]=1)#[N:2]. The yield is 0.244. (6) The reactants are [H-].[Na+].[Br:3][C:4]1[CH:9]=[CH:8][C:7]([CH2:10][CH2:11][OH:12])=[CH:6][CH:5]=1.[C:13]([C:15]1[CH:16]=[C:17]([NH:26][C:27](=O)[O:28]C2C=CC=CC=2)[CH:18]=[CH:19][C:20]=1[S:21]([CH2:24][CH3:25])(=[O:23])=[O:22])#[N:14]. The catalyst is C1COCC1. The product is [C:13]([C:15]1[CH:16]=[C:17]([NH:26][C:27](=[O:28])[O:12][CH2:11][CH2:10][C:7]2[CH:8]=[CH:9][C:4]([Br:3])=[CH:5][CH:6]=2)[CH:18]=[CH:19][C:20]=1[S:21]([CH2:24][CH3:25])(=[O:23])=[O:22])#[N:14]. The yield is 0.990. (7) The reactants are CON(C)[C:4](=[O:21])[CH:5]([O:19][CH3:20])[C:6]1[CH:11]=[CH:10][C:9]([CH2:12][N:13]2[CH2:18][CH2:17][O:16][CH2:15][CH2:14]2)=[CH:8][CH:7]=1.[Br:23][C:24]1[C:29]([O:30][CH3:31])=[CH:28][C:27]([C:32]2[O:33][CH:34]=[CH:35][CH:36]=2)=[CH:26][C:25]=1[O:37][CH3:38]. The catalyst is CCOC(C)=O. The product is [Br:23][C:24]1[C:25]([O:37][CH3:38])=[CH:26][C:27]([C:32]2[O:33][C:34]([C:4](=[O:21])[CH:5]([O:19][CH3:20])[C:6]3[CH:7]=[CH:8][C:9]([CH2:12][N:13]4[CH2:14][CH2:15][O:16][CH2:17][CH2:18]4)=[CH:10][CH:11]=3)=[CH:35][CH:36]=2)=[CH:28][C:29]=1[O:30][CH3:31]. The yield is 0.130.